Task: Regression/Classification. Given a drug SMILES string, predict its toxicity properties. Task type varies by dataset: regression for continuous values (e.g., LD50, hERG inhibition percentage) or binary classification for toxic/non-toxic outcomes (e.g., AMES mutagenicity, cardiotoxicity, hepatotoxicity). Dataset: ames.. Dataset: Ames mutagenicity test results for genotoxicity prediction (1) The molecule is CN(C)CC/C=C1\c2ccccc2COc2ccccc21. The result is 0 (non-mutagenic). (2) The result is 0 (non-mutagenic). The compound is COc1ccc2cccc3c2c1C(=O)N(C)C3=O. (3) The result is 1 (mutagenic). The drug is CN(C)CCNC(=O)c1cccc2c(N)c3ccccc3nc12.